From a dataset of Full USPTO retrosynthesis dataset with 1.9M reactions from patents (1976-2016). Predict the reactants needed to synthesize the given product. (1) Given the product [OH:4][C:5]1[CH:14]=[C:13]2[C:8]([CH:9]=[C:10]([C:15]3[CH:16]=[CH:17][C:18]([Br:21])=[CH:19][CH:20]=3)[CH2:11][O:12]2)=[CH:7][CH:6]=1, predict the reactants needed to synthesize it. The reactants are: C([O:4][C:5]1[CH:14]=[C:13]2[C:8]([CH:9]=[C:10]([C:15]3[CH:20]=[CH:19][C:18]([Br:21])=[CH:17][CH:16]=3)[CH2:11][O:12]2)=[CH:7][CH:6]=1)(=O)C.N1C=CN=C1.O. (2) The reactants are: Br[C:2]1[CH:3]=[C:4]([C:8]2[CH:13]=[CH:12][CH:11]=[C:10]([C:14]3[C:19]4[S:20][C:21]5[CH:26]=[CH:25][CH:24]=[CH:23][C:22]=5[C:18]=4[CH:17]=[CH:16][CH:15]=3)[CH:9]=2)[CH:5]=[CH:6][CH:7]=1.C([Li])CCC.[B:32](OC)([O:35]C)[O:33]C.Cl. Given the product [CH:17]1[C:18]2[C:22]3[CH:23]=[CH:24][CH:25]=[CH:26][C:21]=3[S:20][C:19]=2[C:14]([C:10]2[CH:9]=[C:8]([C:4]3[CH:5]=[CH:6][CH:7]=[C:2]([B:32]([OH:35])[OH:33])[CH:3]=3)[CH:13]=[CH:12][CH:11]=2)=[CH:15][CH:16]=1, predict the reactants needed to synthesize it. (3) Given the product [CH3:39][O:38][C:35]1[CH:36]=[CH:37][C:21]([C:19](=[O:20])[C:18]2[CH:17]=[CH:16][C:15]([O:14][CH2:2][C:3]3[CH:7]=[C:6]([C:8]4[CH:13]=[CH:12][CH:11]=[CH:10][CH:9]=4)[O:5][N:4]=3)=[CH:41][CH:40]=2)=[C:22]([CH:34]=1)[O:23][C:24]([CH3:33])([CH3:32])[C:25]([OH:27])=[O:26], predict the reactants needed to synthesize it. The reactants are: Cl[CH2:2][C:3]1[CH:7]=[C:6]([C:8]2[CH:13]=[CH:12][CH:11]=[CH:10][CH:9]=2)[O:5][N:4]=1.[OH:14][C:15]1[CH:41]=[CH:40][C:18]([C:19]([C:21]2[CH:37]=[CH:36][C:35]([O:38][CH3:39])=[CH:34][C:22]=2[O:23][C:24]([CH3:33])([CH3:32])[C:25]([O:27]C(C)(C)C)=[O:26])=[O:20])=[CH:17][CH:16]=1.C(=O)([O-])[O-].[K+].[K+].CN(C)C=O. (4) The reactants are: [Cl:1][C:2]1[CH:3]=[C:4]([CH:14]=[C:15]([Cl:18])[C:16]=1[Cl:17])[CH2:5][N:6]1[CH:10]=[C:9]([C:11]([NH2:13])=O)[N:8]=[N:7]1.C(N(CC)CC)C.C(OC(C(F)(F)F)=O)(C(F)(F)F)=O. Given the product [Cl:18][C:15]1[CH:14]=[C:4]([CH:3]=[C:2]([Cl:1])[C:16]=1[Cl:17])[CH2:5][N:6]1[CH:10]=[C:9]([C:11]#[N:13])[N:8]=[N:7]1, predict the reactants needed to synthesize it. (5) Given the product [CH2:16]([O:17][CH:18]1[CH2:23][CH2:22][CH2:21][CH2:20][O:19]1)[CH2:15][CH2:14][CH2:13][CH2:12][CH2:11][CH2:10][C:1]#[C:2][CH2:3][CH2:4][CH2:5][CH2:6][C:7]#[CH:8], predict the reactants needed to synthesize it. The reactants are: [CH:1]#[C:2][CH2:3][CH2:4][CH2:5][CH2:6][C:7]#[CH:8].Br[CH2:10][CH2:11][CH2:12][CH2:13][CH2:14][CH2:15][CH2:16][O:17][CH:18]1[CH2:23][CH2:22][CH2:21][CH2:20][O:19]1. (6) Given the product [CH:21]1([N:19]([CH3:20])[C:17]([N:15]2[CH:16]=[C:12]([C:8]3[CH:9]=[CH:10][CH:11]=[C:6]([NH:5][C:2]([NH2:3])=[O:1])[CH:7]=3)[N:13]=[CH:14]2)=[O:18])[CH2:25][CH2:24][CH2:23][CH2:22]1, predict the reactants needed to synthesize it. The reactants are: [O-:1][C:2]#[N:3].[K+].[NH2:5][C:6]1[CH:7]=[C:8]([C:12]2[N:13]=[CH:14][N:15]([C:17]([N:19]([CH:21]3[CH2:25][CH2:24][CH2:23][CH2:22]3)[CH3:20])=[O:18])[CH:16]=2)[CH:9]=[CH:10][CH:11]=1.Cl. (7) Given the product [CH3:13][N:14]([CH3:21])[N:15]1[CH2:20][CH2:19][N:18]([C:2]2[NH:3][C:4](=[O:12])[C:5]3[C:10]([CH:11]=2)=[CH:9][CH:8]=[CH:7][CH:6]=3)[CH2:17][CH2:16]1, predict the reactants needed to synthesize it. The reactants are: Cl[C:2]1[NH:3][C:4](=[O:12])[C:5]2[C:10]([CH:11]=1)=[CH:9][CH:8]=[CH:7][CH:6]=2.[CH3:13][N:14]([CH3:21])[N:15]1[CH2:20][CH2:19][NH:18][CH2:17][CH2:16]1.